Task: Regression. Given two drug SMILES strings and cell line genomic features, predict the synergy score measuring deviation from expected non-interaction effect.. Dataset: NCI-60 drug combinations with 297,098 pairs across 59 cell lines (1) Drug 1: C1=NC2=C(N=C(N=C2N1C3C(C(C(O3)CO)O)O)F)N. Drug 2: C1C(C(OC1N2C=NC(=NC2=O)N)CO)O. Cell line: PC-3. Synergy scores: CSS=23.8, Synergy_ZIP=-2.18, Synergy_Bliss=3.32, Synergy_Loewe=5.93, Synergy_HSA=5.75. (2) Drug 1: C1=CC(=CC=C1CC(C(=O)O)N)N(CCCl)CCCl.Cl. Drug 2: CC1C(C(CC(O1)OC2CC(OC(C2O)C)OC3=CC4=CC5=C(C(=O)C(C(C5)C(C(=O)C(C(C)O)O)OC)OC6CC(C(C(O6)C)O)OC7CC(C(C(O7)C)O)OC8CC(C(C(O8)C)O)(C)O)C(=C4C(=C3C)O)O)O)O. Cell line: PC-3. Synergy scores: CSS=2.15, Synergy_ZIP=-2.38, Synergy_Bliss=0.853, Synergy_Loewe=-0.834, Synergy_HSA=-0.646. (3) Drug 1: CN1CCC(CC1)COC2=C(C=C3C(=C2)N=CN=C3NC4=C(C=C(C=C4)Br)F)OC. Drug 2: CCN(CC)CCNC(=O)C1=C(NC(=C1C)C=C2C3=C(C=CC(=C3)F)NC2=O)C. Cell line: HOP-92. Synergy scores: CSS=6.93, Synergy_ZIP=-0.00938, Synergy_Bliss=1.99, Synergy_Loewe=-4.02, Synergy_HSA=-2.42. (4) Drug 1: C1=CC=C(C=C1)NC(=O)CCCCCCC(=O)NO. Drug 2: N.N.Cl[Pt+2]Cl. Cell line: CAKI-1. Synergy scores: CSS=38.4, Synergy_ZIP=-5.08, Synergy_Bliss=2.68, Synergy_Loewe=5.58, Synergy_HSA=6.92. (5) Drug 1: C1=CC=C(C(=C1)C(C2=CC=C(C=C2)Cl)C(Cl)Cl)Cl. Drug 2: CC1C(C(CC(O1)OC2CC(CC3=C2C(=C4C(=C3O)C(=O)C5=CC=CC=C5C4=O)O)(C(=O)C)O)N)O. Cell line: UACC62. Synergy scores: CSS=68.6, Synergy_ZIP=-6.32, Synergy_Bliss=-4.28, Synergy_Loewe=-0.925, Synergy_HSA=0.413. (6) Drug 1: CCCCCOC(=O)NC1=NC(=O)N(C=C1F)C2C(C(C(O2)C)O)O. Drug 2: CC1=C(N=C(N=C1N)C(CC(=O)N)NCC(C(=O)N)N)C(=O)NC(C(C2=CN=CN2)OC3C(C(C(C(O3)CO)O)O)OC4C(C(C(C(O4)CO)O)OC(=O)N)O)C(=O)NC(C)C(C(C)C(=O)NC(C(C)O)C(=O)NCCC5=NC(=CS5)C6=NC(=CS6)C(=O)NCCC[S+](C)C)O. Cell line: HCT116. Synergy scores: CSS=38.5, Synergy_ZIP=2.91, Synergy_Bliss=1.65, Synergy_Loewe=-9.13, Synergy_HSA=1.05. (7) Drug 1: C#CCC(CC1=CN=C2C(=N1)C(=NC(=N2)N)N)C3=CC=C(C=C3)C(=O)NC(CCC(=O)O)C(=O)O. Drug 2: CC(C)NC(=O)C1=CC=C(C=C1)CNNC.Cl. Cell line: EKVX. Synergy scores: CSS=4.37, Synergy_ZIP=-0.312, Synergy_Bliss=0.752, Synergy_Loewe=0.650, Synergy_HSA=-0.525.